Dataset: Forward reaction prediction with 1.9M reactions from USPTO patents (1976-2016). Task: Predict the product of the given reaction. (1) Given the reactants C([N:8]1[CH2:16][CH:15]2[CH:10]([CH2:11][CH2:12][CH2:13][CH2:14]2)[CH:9]1[C:17]([OH:19])=[O:18])(OC(C)(C)C)=O, predict the reaction product. The product is: [CH:9]1([C:17]([OH:19])=[O:18])[CH:10]2[CH:15]([CH2:14][CH2:13][CH2:12][CH2:11]2)[CH2:16][NH:8]1. (2) Given the reactants [NH2:1][C:2]1[C:7]2=[C:8](Br)[CH:9]=[C:10]([C:11](=[O:19])[CH2:12][N:13]3[CH2:18][CH2:17][O:16][CH2:15][CH2:14]3)[N:6]2[N:5]=[CH:4][N:3]=1.CN(C=O)C.[CH2:26]([N:33]1[CH:41]=[C:40]2[C:35]([CH:36]=[C:37](B3OC(C)(C)C(C)(C)O3)[CH:38]=[CH:39]2)=[N:34]1)[C:27]1[CH:32]=[CH:31][CH:30]=[CH:29][CH:28]=1.C([O-])([O-])=O.[K+].[K+], predict the reaction product. The product is: [NH2:1][C:2]1[C:7]2=[C:8]([C:37]3[CH:38]=[CH:39][C:40]4[C:35]([CH:36]=3)=[N:34][N:33]([CH2:26][C:27]3[CH:32]=[CH:31][CH:30]=[CH:29][CH:28]=3)[CH:41]=4)[CH:9]=[C:10]([C:11](=[O:19])[CH2:12][N:13]3[CH2:18][CH2:17][O:16][CH2:15][CH2:14]3)[N:6]2[N:5]=[CH:4][N:3]=1. (3) Given the reactants [C:1]([C:3]1[CH:8]=[CH:7][C:6]([C:9]2[CH:14]=[CH:13][C:12]([NH:15][C:16](=[O:37])[C:17]([N:19]([CH2:33][CH:34]([CH3:36])[CH3:35])[CH2:20][C:21]3[CH:26]=[CH:25][CH:24]=[C:23]([C:27]4[N:31]=C(C)O[N:28]=4)[CH:22]=3)=[O:18])=[CH:11][CH:10]=2)=[CH:5][CH:4]=1)#[N:2], predict the reaction product. The product is: [NH2:2][CH2:1][C:3]1[CH:4]=[CH:5][C:6]([C:9]2[CH:14]=[CH:13][C:12]([NH:15][C:16](=[O:37])[C:17]([N:19]([CH2:20][C:21]3[CH:26]=[CH:25][CH:24]=[C:23]([C:27](=[NH:28])[NH2:31])[CH:22]=3)[CH2:33][CH:34]([CH3:36])[CH3:35])=[O:18])=[CH:11][CH:10]=2)=[CH:7][CH:8]=1. (4) The product is: [NH2:11][C:9]1[N:8]=[CH:7][N:6]=[C:5]2[N:4]([CH:12]([C:14]3[CH:15]=[C:16]4[N:21]([C:22]=3[C:23]3[CH:28]=[CH:27][CH:26]=[CH:25][CH:24]=3)[CH:20]=[CH:19][CH:18]=[CH:17]4)[CH3:13])[N:3]=[C:2]([C:32]3[CH:33]=[C:34]([OH:36])[CH:35]=[C:30]([F:29])[CH:31]=3)[C:10]=12. Given the reactants I[C:2]1[C:10]2[C:5](=[N:6][CH:7]=[N:8][C:9]=2[NH2:11])[N:4]([CH:12]([C:14]2[CH:15]=[C:16]3[N:21]([C:22]=2[C:23]2[CH:28]=[CH:27][CH:26]=[CH:25][CH:24]=2)[CH:20]=[CH:19][CH:18]=[CH:17]3)[CH3:13])[N:3]=1.[F:29][C:30]1[CH:31]=[C:32](B(O)O)[CH:33]=[C:34]([OH:36])[CH:35]=1.CCO.C([O-])([O-])=O.[Na+].[Na+], predict the reaction product. (5) Given the reactants [F:1][C:2]([F:7])([F:6])[C:3]([OH:5])=[O:4].[F:8][C:9]([F:14])([F:13])[C:10]([OH:12])=[O:11].FC(F)(F)C(O)=O.[Cl:22][C:23]1[CH:24]=[N:25][C:26]2[NH:27][C:28]3[CH:29]=[N:30][CH:31]=[C:32]([CH:54]=3)[CH2:33][CH2:34][C:35]3[CH:43]=[C:39]([NH:40][C:41]=1[N:42]=2)[CH:38]=[CH:37][C:36]=3[NH:44][C:45](=[O:53])[CH2:46][CH:47]1[CH2:52][CH2:51][NH:50][CH2:49][CH2:48]1.[CH3:55][C:56]1[S:57][C:58]([S:62](Cl)(=[O:64])=[O:63])=[C:59]([CH3:61])[N:60]=1, predict the reaction product. The product is: [F:1][C:2]([F:7])([F:6])[C:3]([OH:5])=[O:4].[F:8][C:9]([F:14])([F:13])[C:10]([OH:12])=[O:11].[Cl:22][C:23]1[CH:24]=[N:25][C:26]2[NH:27][C:28]3[CH:29]=[N:30][CH:31]=[C:32]([CH:54]=3)[CH2:33][CH2:34][C:35]3[CH:43]=[C:39]([NH:40][C:41]=1[N:42]=2)[CH:38]=[CH:37][C:36]=3[NH:44][C:45](=[O:53])[CH2:46][CH:47]1[CH2:52][CH2:51][N:50]([S:62]([C:58]2[S:57][C:56]([CH3:55])=[N:60][C:59]=2[CH3:61])(=[O:64])=[O:63])[CH2:49][CH2:48]1. (6) Given the reactants [CH2:1]([N:8]1[CH2:13][CH2:12][N:11]([CH2:14][CH2:15][CH2:16][N:17]2C(=O)C3C(=CC=CC=3)C2=O)[CH2:10][CH2:9]1)[C:2]1[CH:7]=[CH:6][CH:5]=[CH:4][CH:3]=1.O.NN, predict the reaction product. The product is: [CH2:1]([N:8]1[CH2:9][CH2:10][N:11]([CH2:14][CH2:15][CH2:16][NH2:17])[CH2:12][CH2:13]1)[C:2]1[CH:3]=[CH:4][CH:5]=[CH:6][CH:7]=1.